From a dataset of Full USPTO retrosynthesis dataset with 1.9M reactions from patents (1976-2016). Predict the reactants needed to synthesize the given product. (1) The reactants are: [CH3:1][C:2]1[CH:14]=[C:13]([CH3:15])[CH:12]=[C:11]2[C:3]=1[C:4]1[CH2:5][CH2:6][CH2:7][CH2:8][C:9]=1[NH:10]2.[N+:16]([O-])([O-:18])=[O:17].[K+]. Given the product [CH3:1][C:2]1[C:14]([N+:16]([O-:18])=[O:17])=[C:13]([CH3:15])[CH:12]=[C:11]2[C:3]=1[C:4]1[CH2:5][CH2:6][CH2:7][CH2:8][C:9]=1[NH:10]2, predict the reactants needed to synthesize it. (2) Given the product [Cl:1][C:2]1[CH:3]=[C:4]2[C:8](=[CH:9][C:10]=1[F:11])[CH2:7][NH:6][CH2:5]2, predict the reactants needed to synthesize it. The reactants are: [Cl:1][C:2]1[CH:3]=[C:4]2[C:8](=[CH:9][C:10]=1[F:11])[CH2:7][N:6](C(C1C=CC=CC=1)(C1C=CC=CC=1)C1C=CC=CC=1)[CH2:5]2.FC(F)(F)C(O)=O. (3) Given the product [ClH:38].[NH2:22][C@@H:18]1[CH2:19][CH2:20][CH2:21][N:16]([C:3]2[C:2]([Br:1])=[CH:7][N:6]=[C:5]3[NH:8][CH:9]=[C:10]([NH:11][C:12](=[O:15])[CH2:13][OH:14])[C:4]=23)[CH2:17]1, predict the reactants needed to synthesize it. The reactants are: [Br:1][C:2]1[C:3]([N:16]2[CH2:21][CH2:20][CH2:19][C@@H:18]([NH:22]C(=O)OC(C)(C)C)[CH2:17]2)=[C:4]2[C:10]([NH:11][C:12](=[O:15])[CH2:13][OH:14])=[CH:9][NH:8][C:5]2=[N:6][CH:7]=1.C(O)(C(F)(F)F)=O.C(Cl)[Cl:38]. (4) Given the product [F:20][C:19]1[CH:18]=[C:17]2[C:12]([CH2:13][CH2:14][C:15](=[O:22])[N:16]2[CH3:21])=[CH:11][C:10]=1[C:6]1[C:5]([CH3:23])=[C:4]([CH2:3][NH:2][C:30]([C:29]2[C:25]([CH3:24])=[N:26][O:27][C:28]=2[CH3:33])=[O:31])[CH:9]=[N:8][CH:7]=1, predict the reactants needed to synthesize it. The reactants are: Cl.[NH2:2][CH2:3][C:4]1[C:5]([CH3:23])=[C:6]([C:10]2[CH:11]=[C:12]3[C:17](=[CH:18][C:19]=2[F:20])[N:16]([CH3:21])[C:15](=[O:22])[CH2:14][CH2:13]3)[CH:7]=[N:8][CH:9]=1.[CH3:24][C:25]1[C:29]([C:30](O)=[O:31])=[C:28]([CH3:33])[O:27][N:26]=1. (5) Given the product [CH2:17]([O:28][CH:24]1[C:31]2[C:30](=[CH:35][CH:34]=[CH:33][CH:32]=2)[CH:27]=[CH:26][C:25]1=[N:16][C:12](=[O:13])[CH2:3][CH2:4][CH3:5])[CH3:18], predict the reactants needed to synthesize it. The reactants are: Cl.C1C2C(=CC=CC=2)[CH:5]=[CH:4][C:3]=1[C:12](=[NH:16])[O:13]CC.[CH2:17](N(CC)CC)[CH3:18].[C:24](Cl)(=[O:28])[CH2:25][CH2:26][CH3:27].[C:30]1(C)[CH:35]=[CH:34][CH:33]=[CH:32][CH:31]=1. (6) Given the product [F:46][C:14]1[CH:15]=[C:16]([C:19]2[CH:20]=[C:21]([C:32]3[CH:33]=[CH:34][C:35]([O:38][CH2:39][CH2:40][O:41][CH2:42][O:43][CH2:44][CH2:45][O:50][CH3:49])=[CH:36][CH:37]=3)[CH:22]=[C:23]([O:25][CH2:26][O:27][CH2:28][CH2:29][O:30][CH3:31])[CH:24]=2)[CH:17]=[CH:18][C:13]=1[O:12][CH2:11][CH2:10][CH2:9][OH:8], predict the reactants needed to synthesize it. The reactants are: C([O:8][CH2:9][CH2:10][CH2:11][O:12][C:13]1[CH:18]=[CH:17][C:16]([C:19]2[CH:20]=[C:21]([C:32]3[CH:37]=[CH:36][C:35]([O:38][CH2:39][CH2:40][O:41][CH2:42][O:43][CH2:44][CH3:45])=[CH:34][CH:33]=3)[CH:22]=[C:23]([O:25][CH2:26][O:27][CH2:28][CH2:29][O:30][CH3:31])[CH:24]=2)=[CH:15][C:14]=1[F:46])C1C=CC=CC=1.C1C[O:50][CH2:49]C1. (7) Given the product [CH3:16][O:15][C:6]1[CH:5]=[C:4]([C:17]#[CH:18])[C:3]([O:2][CH3:1])=[CH:8][C:7]=1[C:9]#[CH:10], predict the reactants needed to synthesize it. The reactants are: [CH3:1][O:2][C:3]1[CH:8]=[C:7]([C:9]#[C:10][Si](C)(C)C)[C:6]([O:15][CH3:16])=[CH:5][C:4]=1[C:17]#[C:18][Si](C)(C)C.C(=O)([O-])[O-].[K+].[K+].CO.